This data is from Drug-target binding data from BindingDB using Kd measurements. The task is: Regression. Given a target protein amino acid sequence and a drug SMILES string, predict the binding affinity score between them. We predict pKd (pKd = -log10(Kd in M); higher means stronger binding). Dataset: bindingdb_kd. (1) The compound is Clc1ccccc1C(c1ccccc1)(c1ccccc1)n1ccnc1. The target protein (P9WPP0) has sequence MSWNHQSVEIAVRRTTVPSPNLPPGFDFTDPAIYAERLPVAEFAELRSAAPIWWNGQDPGKGGGFHDGGFWAITKLNDVKEISRHSDVFSSYENGVIPRFKNDIAREDIEVQRFVMLNMDAPHHTRLRKIISRGFTPRAVGRLHDELQERAQKIAAEAAAAGSGDFVEQVSCELPLQAIAGLLGVPQEDRGKLFHWSNEMTGNEDPEYAHIDPKASSAELIGYAMKMAEEKAKNPADDIVTQLIQADIDGEKLSDDEFGFFVVMLAVAGNETTRNSITQGMMAFAEHPDQWELYKKVRPETAADEIVRWATPVTAFQRTALRDYELSGVQIKKGQRVVMFYRSANFDEEVFQDPFTFNILRNPNPHVGFGGTGAHYCIGANLARMTINLIFNAVADHMPDLKPISAPERLRSGWLNGIKHWQVDYTGRCPVAH. The pKd is 5.3. (2) The compound is Cc1n[nH]c(C)c1CCCOc1cc(C(=O)O)ccc1F. The target protein (P02766) has sequence MASHRLLLLCLAGLVFVSEAGPTGTGESKCPLMVKVLDAVRGSPAINVAVHVFRKAADDTWEPFASGKTSESGELHGLTTEEEFVEGIYKVEIDTKSYWKALGISPFHEHAEVVFTANDSGPRRYTIAALLSPYSYSTTAVVTNPKE. The pKd is 8.3.